Dataset: Full USPTO retrosynthesis dataset with 1.9M reactions from patents (1976-2016). Task: Predict the reactants needed to synthesize the given product. Given the product [CH2:1]([O:8][C:9]1[C:10](=[O:24])[NH:11][C:12](=[O:23])[N:13]([CH2:15][C:16]2[C:17]3[C:18](=[CH:19][CH:20]=[CH:21][CH:22]=3)[C:36]([F:43])=[CH:35][CH:34]=2)[N:14]=1)[C:2]1[CH:7]=[CH:6][CH:5]=[CH:4][CH:3]=1, predict the reactants needed to synthesize it. The reactants are: [CH2:1]([O:8][C:9]1[C:10](=[O:24])[NH:11][C:12](=[O:23])[N:13]([CH2:15][CH2:16][C:17]2[CH:22]=[CH:21][CH:20]=[CH:19][CH:18]=2)[N:14]=1)[C:2]1[CH:7]=[CH:6][CH:5]=[CH:4][CH:3]=1.BrC1C(=O)NC(=O)N(CC2C3C(=CC=CC=3)[C:36]([F:43])=[CH:35][CH:34]=2)N=1.